This data is from Full USPTO retrosynthesis dataset with 1.9M reactions from patents (1976-2016). The task is: Predict the reactants needed to synthesize the given product. Given the product [Cl:1][C:2]1[C:10]([F:11])=[CH:9][CH:8]=[CH:7][C:3]=1[C:4]([NH:21][CH2:20][CH:19]([CH:16]1[CH2:15][CH2:14][C:13]([F:32])([F:12])[CH2:18][CH2:17]1)[C:22]1[CH:27]=[N:26][C:25]([C:28]([F:29])([F:30])[F:31])=[N:24][CH:23]=1)=[O:6], predict the reactants needed to synthesize it. The reactants are: [Cl:1][C:2]1[C:10]([F:11])=[CH:9][CH:8]=[CH:7][C:3]=1[C:4]([OH:6])=O.[F:12][C:13]1([F:32])[CH2:18][CH2:17][CH:16]([CH:19]([C:22]2[CH:23]=[N:24][C:25]([C:28]([F:31])([F:30])[F:29])=[N:26][CH:27]=2)[CH2:20][NH2:21])[CH2:15][CH2:14]1.